This data is from Catalyst prediction with 721,799 reactions and 888 catalyst types from USPTO. The task is: Predict which catalyst facilitates the given reaction. (1) Reactant: [C:1]([C:5]1[CH:12]=[CH:11][C:8]([CH:9]=O)=[CH:7][CH:6]=1)([CH3:4])([CH3:3])[CH3:2].[N:13]1[CH:18]=[CH:17][CH:16]=[C:15]([CH2:19][CH2:20][NH2:21])[CH:14]=1.[BH4-].[Na+].[NH:24]1[C:32]2[C:27](=[CH:28][CH:29]=[CH:30][C:31]=2[C:33](O)=[O:34])[CH:26]=[CH:25]1.CCN=C=NCCCN(C)C.Cl. Product: [C:1]([C:5]1[CH:12]=[CH:11][C:8]([CH2:9][N:21]([CH2:20][CH2:19][C:15]2[CH:14]=[N:13][CH:18]=[CH:17][CH:16]=2)[C:33]([C:31]2[CH:30]=[CH:29][CH:28]=[C:27]3[C:32]=2[NH:24][CH:25]=[CH:26]3)=[O:34])=[CH:7][CH:6]=1)([CH3:4])([CH3:3])[CH3:2]. The catalyst class is: 5. (2) Reactant: [F:1][C:2]1[C:3]([CH3:9])=[C:4]([CH:6]=[CH:7][CH:8]=1)[NH2:5].[C:10](OC(=O)C)(=[O:12])[CH3:11]. Product: [F:1][C:2]1[C:3]([CH3:9])=[C:4]([NH:5][C:10](=[O:12])[CH3:11])[CH:6]=[CH:7][CH:8]=1. The catalyst class is: 14. (3) Product: [CH3:1][C:2]1[CH:3]=[C:4]([CH2:9][CH2:10][C:11]([OH:13])=[O:12])[CH:5]=[CH:6][C:7]=1[CH3:8]. Reactant: [CH3:1][C:2]1[CH:3]=[C:4]([CH:9]=[CH:10][C:11]([OH:13])=[O:12])[CH:5]=[CH:6][C:7]=1[CH3:8].C. The catalyst class is: 43. (4) Reactant: [H-].[Al+3].[Li+].[H-].[H-].[H-].[C:7]([C:11]1[O:15][N:14]=[C:13]([NH:16][CH:17]=O)[CH:12]=1)([CH3:10])([CH3:9])[CH3:8].O.[OH-].[Na+]. Product: [C:7]([C:11]1[O:15][N:14]=[C:13]([NH:16][CH3:17])[CH:12]=1)([CH3:10])([CH3:8])[CH3:9]. The catalyst class is: 1. (5) Reactant: [CH2:1]([N:8]1[CH2:13][CH2:12][C:11](=O)[CH2:10][CH2:9]1)[C:2]1[CH:7]=[CH:6][CH:5]=[CH:4][CH:3]=1.[NH:15]([CH2:17][C:18]([OH:20])=[O:19])[CH3:16].C(O)(=O)C. The catalyst class is: 26. Product: [CH2:1]([N:8]1[CH2:13][CH2:12][CH:11]([N:15]([CH3:16])[CH2:17][C:18]([OH:20])=[O:19])[CH2:10][CH2:9]1)[C:2]1[CH:7]=[CH:6][CH:5]=[CH:4][CH:3]=1. (6) Reactant: [NH2:1][C:2]1[CH:7]=[CH:6][C:5]([C@H:8]([CH3:20])[C:9]([NH:11][C:12]2[S:13][C:14]([CH:17]([CH3:19])[CH3:18])=[CH:15][N:16]=2)=[O:10])=[CH:4][CH:3]=1.C(N(CC)C(C)C)(C)C.[C:30]([O:33][CH2:34][C:35](Cl)=[O:36])(=[O:32])[CH3:31]. Product: [C:30]([O:33][CH2:34][C:35]([NH:1][C:2]1[CH:7]=[CH:6][C:5]([C@H:8]([CH3:20])[C:9]([NH:11][C:12]2[S:13][C:14]([CH:17]([CH3:19])[CH3:18])=[CH:15][N:16]=2)=[O:10])=[CH:4][CH:3]=1)=[O:36])(=[O:32])[CH3:31]. The catalyst class is: 4. (7) Reactant: [CH3:1][C:2]1[CH:23]=[C:22]([CH3:24])[C:21]([C:25]2[NH:33][C:28]3[CH2:29][NH:30][CH2:31][CH2:32][C:27]=3[N:26]=2)=[CH:20][C:3]=1[C:4]([N:6]1[CH2:11][CH2:10][CH:9]([C:12]2[CH:19]=[CH:18][C:15]([C:16]#[N:17])=[CH:14][CH:13]=2)[CH2:8][CH2:7]1)=[O:5].[CH3:34][C:35](OC(C)=O)=[O:36]. Product: [C:35]([N:30]1[CH2:31][CH2:32][C:27]2[N:26]=[C:25]([C:21]3[C:22]([CH3:24])=[CH:23][C:2]([CH3:1])=[C:3]([CH:20]=3)[C:4]([N:6]3[CH2:7][CH2:8][CH:9]([C:12]4[CH:13]=[CH:14][C:15]([C:16]#[N:17])=[CH:18][CH:19]=4)[CH2:10][CH2:11]3)=[O:5])[NH:33][C:28]=2[CH2:29]1)(=[O:36])[CH3:34]. The catalyst class is: 39. (8) Reactant: [N:1]1[CH:6]=[CH:5][CH:4]=[CH:3][C:2]=1[C:7]1[N:8]=[C:9]([NH:12][C:13]2[C:18]([O:19][CH2:20][C:21]([O:23]CCCC)=[O:22])=[CH:17][CH:16]=[CH:15][N:14]=2)[S:10][CH:11]=1.FC(F)(F)C(O)=O.ClCCl. Product: [N:1]1[CH:6]=[CH:5][CH:4]=[CH:3][C:2]=1[C:7]1[N:8]=[C:9]([NH:12][C:13]2[C:18]([O:19][CH2:20][C:21]([OH:23])=[O:22])=[CH:17][CH:16]=[CH:15][N:14]=2)[S:10][CH:11]=1. The catalyst class is: 11. (9) Reactant: COC1C=C(C(Cl)=O)C=CC=1.[CH3:12][O:13][C:14]1[CH:15]=[C:16]2[C:21](=[CH:22][C:23]=1[O:24][CH3:25])[N:20]=[CH:19][N:18]=[C:17]2[O:26][C:27]1[CH:33]=[CH:32][C:30]([NH2:31])=[CH:29][CH:28]=1.[CH3:34][O:35][C:36]1[CH:37]=[C:38]([C:42]([N:44]=[C:45]=[S:46])=[O:43])[CH:39]=[CH:40][CH:41]=1. Product: [CH3:34][O:35][C:36]1[CH:37]=[C:38]([C:42]([N:44]=[C:45]=[S:46])=[O:43])[CH:39]=[CH:40][CH:41]=1.[CH3:12][O:13][C:14]1[CH:15]=[C:16]2[C:21](=[CH:22][C:23]=1[O:24][CH3:25])[N:20]=[CH:19][N:18]=[C:17]2[O:26][C:27]1[CH:33]=[CH:32][C:30]([NH:31][C:45]([NH:44][C:42](=[O:43])[C:38]2[CH:39]=[CH:40][CH:41]=[C:36]([O:35][CH3:34])[CH:37]=2)=[S:46])=[CH:29][CH:28]=1. The catalyst class is: 234. (10) Reactant: O[CH:2]([C:4]1([C:12]([O:14][CH3:15])=[O:13])[CH2:7][C:6]([O:10][CH3:11])([O:8][CH3:9])[CH2:5]1)[CH3:3].N1C=CC=CC=1.FC(F)(F)S(OS(C(F)(F)F)(=O)=O)(=O)=O.C1CCN2C(=NCCC2)CC1. Product: [CH3:11][O:10][C:6]1([O:8][CH3:9])[CH2:5][C:4]([CH:2]=[CH2:3])([C:12]([O:14][CH3:15])=[O:13])[CH2:7]1. The catalyst class is: 2.